From a dataset of Full USPTO retrosynthesis dataset with 1.9M reactions from patents (1976-2016). Predict the reactants needed to synthesize the given product. (1) Given the product [NH2:1][C:2]1[C:3]([C:18]2[CH:19]=[CH:20][C:15]([F:14])=[CH:16][CH:17]=2)=[CH:4][C:5]([C:6]([O:8][CH3:9])=[O:7])=[CH:10][C:11]=1[OH:12], predict the reactants needed to synthesize it. The reactants are: [NH2:1][C:2]1[C:11]([OH:12])=[CH:10][C:5]([C:6]([O:8][CH3:9])=[O:7])=[CH:4][C:3]=1Br.[F:14][C:15]1[CH:20]=[CH:19][C:18](B(O)O)=[CH:17][CH:16]=1.[Na+].[Na+].[Na+].P(C1C=C(S([O-])(=O)=O)C=CC=1)(C1C=C(S([O-])(=O)=O)C=CC=1)C1C=C(S([O-])(=O)=O)C=CC=1.C(NC(C)C)(C)C. (2) The reactants are: [CH3:1][O:2][C:3]([C:5]1[C:14]2[C:9](=[CH:10][CH:11]=[CH:12][CH:13]=2)[N:8]=[C:7]([C:15]2[CH:20]=[CH:19][CH:18]=[CH:17][CH:16]=2)[C:6]=1[CH3:21])=[O:4].[Br:22]N1C(=O)CCC1=O.C(OOC(=O)C1C=CC=CC=1)(=O)C1C=CC=CC=1. Given the product [CH3:1][O:2][C:3]([C:5]1[C:14]2[C:9](=[CH:10][CH:11]=[CH:12][CH:13]=2)[N:8]=[C:7]([C:15]2[CH:20]=[CH:19][CH:18]=[CH:17][CH:16]=2)[C:6]=1[CH2:21][Br:22])=[O:4], predict the reactants needed to synthesize it.